Dataset: Reaction yield outcomes from USPTO patents with 853,638 reactions. Task: Predict the reaction yield, written as a fraction of the theoretical maximum amount of product (1.0 means a 100% yield; for example, 0.34 means a 34% yield). (1) The reactants are [NH2:1][C:2]1[CH:7]=[CH:6][C:5]([NH2:8])=[CH:4][CH:3]=1.[CH2:9]([N:11]=[C:12]=[O:13])[CH3:10].C(=O)([O-])[O-].[K+].[K+]. The catalyst is C1COCC1. The product is [CH2:9]([NH:11][C:12]([NH:1][C:2]1[CH:7]=[CH:6][C:5]([NH2:8])=[CH:4][CH:3]=1)=[O:13])[CH3:10]. The yield is 0.620. (2) The reactants are [NH:1]1[CH:5]=[CH:4][N:3]=[N:2]1.[C:6]([O:10][CH2:11][CH3:12])(=[O:9])[CH:7]=[CH2:8]. The catalyst is N1C=CC=CC=1. The product is [N:1]1([CH:7]([CH3:8])[C:6]([O:10][CH2:11][CH3:12])=[O:9])[CH:5]=[CH:4][N:3]=[N:2]1. The yield is 0.730. (3) The reactants are [CH3:1][O:2][C:3]([C:5]1[S:6][C:7]([C:30]#[C:31][C:32]([CH3:35])([CH3:34])[CH3:33])=[CH:8][C:9]=1[N:10]([CH:20]1[CH2:29][CH2:28][C:23]2(OCC[O:24]2)[CH2:22][CH2:21]1)[C:11]([C@@H:13]1[CH2:18][CH2:17][C:16]([CH3:19])=[CH:15][CH2:14]1)=[O:12])=[O:4].Cl.C(OCC)(=O)C. The catalyst is C1COCC1. The product is [CH3:1][O:2][C:3]([C:5]1[S:6][C:7]([C:30]#[C:31][C:32]([CH3:35])([CH3:34])[CH3:33])=[CH:8][C:9]=1[N:10]([C:11]([C@@H:13]1[CH2:18][CH2:17][C:16]([CH3:19])=[CH:15][CH2:14]1)=[O:12])[CH:20]1[CH2:21][CH2:22][C:23](=[O:24])[CH2:28][CH2:29]1)=[O:4]. The yield is 0.950. (4) The reactants are [CH2:1]([N:8]1[CH2:12][CH2:11][N:10]([C:13]2[S:14][C:15]([C:19]([OH:21])=O)=[C:16]([CH3:18])[N:17]=2)[C:9]1=[O:22])[C:2]1[CH:7]=[CH:6][CH:5]=CC=1.C1(CCN2CCN(C3SC(C(O)=O)=C(C)N=3)C2=O)CC1.[CH2:43]([NH2:50])[C:44]1[CH:49]=[CH:48][CH:47]=[CH:46][CH:45]=1. No catalyst specified. The product is [CH2:43]([NH:50][C:19]([C:15]1[S:14][C:13]([N:10]2[CH2:11][CH2:12][N:8]([CH2:1][CH2:2][CH:7]3[CH2:6][CH2:5]3)[C:9]2=[O:22])=[N:17][C:16]=1[CH3:18])=[O:21])[C:44]1[CH:49]=[CH:48][CH:47]=[CH:46][CH:45]=1. The yield is 0.150.